From a dataset of Full USPTO retrosynthesis dataset with 1.9M reactions from patents (1976-2016). Predict the reactants needed to synthesize the given product. (1) Given the product [CH3:42][CH:41]([CH3:43])[C:40]([C:45]1[CH:50]=[CH:49][CH:48]=[CH:47][CH:46]=1)=[CH:9][C:10]1[N:11]=[CH:12][N:13]([C:15]([C:22]2[CH:23]=[CH:24][CH:25]=[CH:26][CH:27]=2)([C:16]2[CH:17]=[CH:18][CH:19]=[CH:20][CH:21]=2)[C:28]2[CH:33]=[CH:32][CH:31]=[CH:30][CH:29]=2)[CH:14]=1, predict the reactants needed to synthesize it. The reactants are: C(OP([CH2:9][C:10]1[N:11]=[CH:12][N:13]([C:15]([C:28]2[CH:33]=[CH:32][CH:31]=[CH:30][CH:29]=2)([C:22]2[CH:27]=[CH:26][CH:25]=[CH:24][CH:23]=2)[C:16]2[CH:21]=[CH:20][CH:19]=[CH:18][CH:17]=2)[CH:14]=1)(=O)OCC)C.CC([O-])(C)C.[K+].[C:40]([C:45]1[CH:50]=[CH:49][CH:48]=[CH:47][CH:46]=1)(=O)[CH:41]([CH3:43])[CH3:42]. (2) Given the product [ClH:17].[NH2:3][CH2:8][C:9]([C:11]1[CH:16]=[CH:15][CH:14]=[C:13]([Cl:17])[C:12]=1[Cl:18])=[O:10], predict the reactants needed to synthesize it. The reactants are: C([N-:3]C=O)=O.[Na+].Br[CH2:8][C:9]([C:11]1[CH:16]=[CH:15][CH:14]=[C:13]([Cl:17])[C:12]=1[Cl:18])=[O:10]. (3) Given the product [CH2:1]([O:3][C:4](=[O:18])[C:5]([O:19][C:20]1[CH:28]=[C:27]2[C:23]([CH:24]=[CH:25][NH:26]2)=[CH:22][CH:21]=1)([CH3:7])[CH3:6])[CH3:2], predict the reactants needed to synthesize it. The reactants are: [CH2:1]([O:3][C:4](=[O:18])[C:5](OC1C=C2C(=CC=1)NC=C2)([CH3:7])[CH3:6])[CH3:2].[OH:19][C:20]1[CH:28]=[C:27]2[C:23]([CH:24]=[CH:25][NH:26]2)=[CH:22][CH:21]=1.